Predict the product of the given reaction. From a dataset of Forward reaction prediction with 1.9M reactions from USPTO patents (1976-2016). (1) Given the reactants [CH:1]1([CH2:6][C@H:7]([CH2:11][N:12]([CH:21]=[O:22])[O:13][CH2:14][C:15]2[CH:20]=[CH:19][CH:18]=[CH:17][CH:16]=2)[C:8](F)=[O:9])[CH2:5][CH2:4][CH2:3][CH2:2]1.[C:23]1([CH2:29][O:30][C:31]([N:33]2[CH2:37][CH2:36][CH:35]([C:38]([OH:40])=[O:39])[NH:34]2)=[O:32])[CH:28]=[CH:27][CH:26]=[CH:25][CH:24]=1.CCN(C(C)C)C(C)C, predict the reaction product. The product is: [CH:1]1([CH2:6][C@H:7]([CH2:11][N:12]([CH:21]=[O:22])[O:13][CH2:14][C:15]2[CH:20]=[CH:19][CH:18]=[CH:17][CH:16]=2)[C:8]([N:34]2[CH:35]([C:38]([OH:40])=[O:39])[CH2:36][CH2:37][N:33]2[C:31]([O:30][CH2:29][C:23]2[CH:28]=[CH:27][CH:26]=[CH:25][CH:24]=2)=[O:32])=[O:9])[CH2:5][CH2:4][CH2:3][CH2:2]1. (2) Given the reactants [OH:1][C:2]([CH3:18])([CH3:17])[CH2:3][CH2:4][CH2:5][CH:6]1[CH2:10][CH2:9][C:8]2([CH2:15][CH2:14][CH2:13][C:12](=[O:16])[CH2:11]2)[CH2:7]1.[CH3:19][Si:20]([CH3:27])([CH3:26])N1C=CN=C1.[CH2:28]1COCC1, predict the reaction product. The product is: [CH3:17][C:2]([O:1][Si:20]([CH3:27])([CH3:26])[CH3:19])([CH2:18][CH3:28])[CH2:3][CH2:4][CH2:5][CH:6]1[CH2:10][CH2:9][C:8]2([CH2:15][CH2:14][CH2:13][C:12](=[O:16])[CH2:11]2)[CH2:7]1. (3) The product is: [N:7]1([C:4]2[N:3]=[C:2]([C:17](=[O:19])[CH3:18])[S:6][N:5]=2)[CH:11]=[CH:10][N:9]=[CH:8]1. Given the reactants Cl[C:2]1[S:6][N:5]=[C:4]([N:7]2[CH:11]=[CH:10][N:9]=[CH:8]2)[N:3]=1.C([Sn](CCCC)(CCCC)[C:17]([O:19]CC)=[CH2:18])CCC.O, predict the reaction product. (4) Given the reactants [C:1]([C:5]1[O:9][N:8]=[C:7]([NH:10][C:11]([NH:13][C:14]2[CH:19]=[CH:18][CH:17]=[C:16]([O:20][C:21]3[C:30]4[C:25](=[CH:26][C:27]([O:35][CH3:36])=[C:28]([O:31][CH2:32][CH2:33]Cl)[CH:29]=4)[N:24]=[CH:23][N:22]=3)[CH:15]=2)=[O:12])[CH:6]=1)([CH3:4])([CH3:3])[CH3:2].[NH:37]1[CH2:42][CH2:41][O:40][CH2:39][CH2:38]1, predict the reaction product. The product is: [C:1]([C:5]1[O:9][N:8]=[C:7]([NH:10][C:11]([NH:13][C:14]2[CH:19]=[CH:18][CH:17]=[C:16]([O:20][C:21]3[C:30]4[C:25](=[CH:26][C:27]([O:35][CH3:36])=[C:28]([O:31][CH2:32][CH2:33][N:37]5[CH2:42][CH2:41][O:40][CH2:39][CH2:38]5)[CH:29]=4)[N:24]=[CH:23][N:22]=3)[CH:15]=2)=[O:12])[CH:6]=1)([CH3:4])([CH3:3])[CH3:2].